This data is from Reaction yield outcomes from USPTO patents with 853,638 reactions. The task is: Predict the reaction yield, written as a fraction of the theoretical maximum amount of product (1.0 means a 100% yield; for example, 0.34 means a 34% yield). (1) The reactants are [Br:1][C:2]1[CH:3]=[C:4]([C:8]([C:10]2[CH:15]=[CH:14][C:13]([CH3:16])=[CH:12][CH:11]=2)=O)[CH:5]=[CH:6][CH:7]=1.[Si](OCC)(OCC)(OCC)OCC.[CH:30]([C:33]1[CH:39]=[CH:38][CH:37]=[C:36]([CH:40]([CH3:42])[CH3:41])[C:34]=1[NH2:35])([CH3:32])[CH3:31].OS(O)(=O)=O. No catalyst specified. The product is [Br:1][C:2]1[CH:3]=[C:4]([C:8]([C:10]2[CH:15]=[CH:14][C:13]([CH3:16])=[CH:12][CH:11]=2)=[N:35][C:34]2[C:36]([CH:40]([CH3:41])[CH3:42])=[CH:37][CH:38]=[CH:39][C:33]=2[CH:30]([CH3:32])[CH3:31])[CH:5]=[CH:6][CH:7]=1. The yield is 0.840. (2) The reactants are [Br:1][C:2]1[C:7]([O:8][CH3:9])=[CH:6][CH:5]=[C:4]([NH2:10])[C:3]=1[NH:11][C:12]1[CH:17]=[CH:16][CH:15]=[CH:14][CH:13]=1.[CH3:18][C@H:19]([NH:23]C(OC(C)(C)C)=O)[C:20](O)=O.C1C=NC2N(O)N=NC=2C=1.CCN=C=NCCCN(C)C.[ClH:52]. The catalyst is C(Cl)Cl.O. The product is [ClH:52].[ClH:52].[Br:1][C:2]1[C:3]2[N:11]([C:12]3[CH:13]=[CH:14][CH:15]=[CH:16][CH:17]=3)[C:18]([C@@H:19]([NH2:23])[CH3:20])=[N:10][C:4]=2[CH:5]=[CH:6][C:7]=1[O:8][CH3:9]. The yield is 1.00. (3) The reactants are Cl.[NH:2]1[CH2:5][CH:4]([NH:6][C:7]2[C:12]([F:13])=[CH:11][N:10]=[C:9]([C:14]3[C:22]4[C:17](=[N:18][CH:19]=[C:20]([Cl:23])[CH:21]=4)[N:16](S(C4C=CC(C)=CC=4)(=O)=O)[CH:15]=3)[N:8]=2)[CH2:3]1.CCN(C(C)C)C(C)C.[CH:43]1([CH2:48][S:49](Cl)(=[O:51])=[O:50])[CH2:47][CH2:46][CH2:45][CH2:44]1.N1CCOCC1. The catalyst is ClCCl. The product is [Cl:23][C:20]1[CH:21]=[C:22]2[C:14]([C:9]3[N:8]=[C:7]([NH:6][CH:4]4[CH2:5][N:2]([S:49]([CH2:48][CH:43]5[CH2:47][CH2:46][CH2:45][CH2:44]5)(=[O:51])=[O:50])[CH2:3]4)[C:12]([F:13])=[CH:11][N:10]=3)=[CH:15][NH:16][C:17]2=[N:18][CH:19]=1. The yield is 0.880. (4) The reactants are [C:1]([O:4][C@@H:5]1[C@H:9]([O:10][C:11](=[O:13])[CH3:12])[C@@H:8]([CH2:14][O:15][C:16](=[O:18])[CH3:17])[O:7][C@H:6]1[N:19]1[CH:26]=[CH:25][C:23](=[O:24])[NH:22][C:20]1=[O:21])(=[O:3])[CH3:2].C(OC(=O)C)(=O)C.[Br:34]Br.C(O)C. The catalyst is C(O)(=O)C. The product is [Br:34][C:25]1[C:23](=[O:24])[NH:22][C:20](=[O:21])[N:19]([CH:26]=1)[C@@H:6]1[O:7][C@H:8]([CH2:14][O:15][C:16](=[O:18])[CH3:17])[C@@H:9]([O:10][C:11](=[O:13])[CH3:12])[C@H:5]1[O:4][C:1](=[O:3])[CH3:2]. The yield is 0.890. (5) The reactants are [C:1]1([N:7]=[C:8]=[O:9])[CH:6]=[CH:5][CH:4]=[CH:3][CH:2]=1.[C:10]1([C:16]2[N:20]([C:21]3[CH:26]=[CH:25][C:24]([S:27]([NH2:30])(=[O:29])=[O:28])=[CH:23][CH:22]=3)[N:19]=[C:18](NC(NC3C=CC=C(C(F)(F)F)C=3)=O)[CH:17]=2)[CH:15]=[CH:14][CH:13]=[CH:12][CH:11]=1. No catalyst specified. The product is [C:10]1([C:16]2[N:20]([C:21]3[CH:26]=[CH:25][C:24]([S:27]([NH2:30])(=[O:29])=[O:28])=[CH:23][CH:22]=3)[N:19]=[C:18]([CH2:3][CH2:2][CH2:1][NH:7][C:8]([NH:7][C:1]3[CH:6]=[CH:5][CH:4]=[CH:3][CH:2]=3)=[O:9])[CH:17]=2)[CH:11]=[CH:12][CH:13]=[CH:14][CH:15]=1. The yield is 0.900.